This data is from Forward reaction prediction with 1.9M reactions from USPTO patents (1976-2016). The task is: Predict the product of the given reaction. (1) Given the reactants [CH3:1][O:2][C:3]1[CH:11]=[CH:10][C:6]([C:7](O)=[O:8])=[CH:5][C:4]=1[S:12]([N:15]1[CH2:20][CH2:19][O:18][CH2:17][CH2:16]1)(=[O:14])=[O:13].[CH2:21]([C:34]1[CH:39]=[CH:38][C:37]([NH2:40])=[CH:36][C:35]=1[S:41]([OH:44])(=[O:43])=[O:42])[CH2:22][C:23]1[CH:28]=[CH:27][C:26]([NH2:29])=[CH:25][C:24]=1[S:30]([OH:33])(=[O:32])=[O:31], predict the reaction product. The product is: [CH:21](/[C:34]1[CH:39]=[CH:38][C:37]([NH:40][C:7](=[O:8])[C:6]2[CH:10]=[CH:11][C:3]([O:2][CH3:1])=[C:4]([S:12]([N:15]3[CH2:20][CH2:19][O:18][CH2:17][CH2:16]3)(=[O:14])=[O:13])[CH:5]=2)=[CH:36][C:35]=1[S:41]([OH:44])(=[O:42])=[O:43])=[CH:22]\[C:23]1[CH:28]=[CH:27][C:26]([NH:29][C:7](=[O:8])[C:6]2[CH:10]=[CH:11][C:3]([O:2][CH3:1])=[C:4]([S:12]([N:15]3[CH2:16][CH2:17][O:18][CH2:19][CH2:20]3)(=[O:14])=[O:13])[CH:5]=2)=[CH:25][C:24]=1[S:30]([OH:33])(=[O:31])=[O:32]. (2) The product is: [C:23]([O:22][C:20]([N:8]1[C@@H:16]2[C@@H:11]([CH2:12][CH2:13][CH2:14][CH2:15]2)[CH2:10][C@H:9]1[C:17]([OH:19])=[O:18])=[O:21])([CH3:26])([CH3:25])[CH3:24]. Given the reactants C(N(CC)CC)C.[NH:8]1[CH:16]2[CH:11]([CH2:12][CH2:13][CH2:14][CH2:15]2)[CH2:10][C@H:9]1[C:17]([OH:19])=[O:18].[C:20](O[C:20]([O:22][C:23]([CH3:26])([CH3:25])[CH3:24])=[O:21])([O:22][C:23]([CH3:26])([CH3:25])[CH3:24])=[O:21], predict the reaction product. (3) Given the reactants [F:1][C:2]1[CH:3]=[C:4]([NH2:14])[CH:5]=[CH:6][C:7]=1[N:8]1[CH:12]=[C:11]([CH3:13])[N:10]=[CH:9]1.[N:15]#[C:16][NH2:17].[N+:18]([O-:21])([OH:20])=[O:19], predict the reaction product. The product is: [N+:18]([O-:21])([OH:20])=[O:19].[F:1][C:2]1[CH:3]=[C:4]([NH:14][C:16]([NH2:17])=[NH:15])[CH:5]=[CH:6][C:7]=1[N:8]1[CH:12]=[C:11]([CH3:13])[N:10]=[CH:9]1. (4) Given the reactants Br[CH2:2]/[CH:3]=[CH:4]/[C:5]([NH:7][C:8]1[CH:9]=[C:10]2[C:15](=[CH:16][C:17]=1[O:18][C@H:19]1[CH2:23][CH2:22][O:21][CH2:20]1)[N:14]=[CH:13][N:12]=[C:11]2[NH:24][C:25]1[CH:30]=[CH:29][C:28]([O:31][CH2:32][C:33]2[CH:38]=[CH:37][CH:36]=[CH:35][N:34]=2)=[C:27]([Cl:39])[CH:26]=1)=[O:6].[O:40]1[C@H:45]2[CH2:46][NH:47][CH2:48][C@H:44]2[O:43][CH2:42][CH2:41]1.CCN(C(C)C)C(C)C.O, predict the reaction product. The product is: [Cl:39][C:27]1[CH:26]=[C:25]([NH:24][C:11]2[C:10]3[C:15](=[CH:16][C:17]([O:18][C@H:19]4[CH2:23][CH2:22][O:21][CH2:20]4)=[C:8]([NH:7][C:5](=[O:6])/[CH:4]=[CH:3]/[CH2:2][N:47]4[CH2:46][C@H:45]5[O:40][CH2:41][CH2:42][O:43][C@H:44]5[CH2:48]4)[CH:9]=3)[N:14]=[CH:13][N:12]=2)[CH:30]=[CH:29][C:28]=1[O:31][CH2:32][C:33]1[CH:38]=[CH:37][CH:36]=[CH:35][N:34]=1. (5) The product is: [CH3:6][NH:7][C:8]([N:10]1[CH2:15][CH2:14][N:13]([S:16]([C:19]2[CH:24]=[CH:23][C:22]([O:25][CH2:43][C:44]3[CH:49]=[C:48]([F:50])[CH:47]=[CH:46][C:45]=3[CH3:51])=[CH:21][CH:20]=2)(=[O:18])=[O:17])[CH:12]([C:26]23[O:33][CH2:32][C:29]([CH3:34])([CH2:28][O:27]2)[CH2:30][O:31]3)[CH:11]1[CH3:35])=[O:9]. Given the reactants CN(C)C=O.[CH3:6][NH:7][C:8]([N:10]1[CH2:15][CH2:14][N:13]([S:16]([C:19]2[CH:24]=[CH:23][C:22]([OH:25])=[CH:21][CH:20]=2)(=[O:18])=[O:17])[CH:12]([C:26]23[O:33][CH2:32][C:29]([CH3:34])([CH2:30][O:31]2)[CH2:28][O:27]3)[CH:11]1[CH3:35])=[O:9].C(=O)([O-])[O-].[Cs+].[Cs+].Br[CH2:43][C:44]1[CH:49]=[C:48]([F:50])[CH:47]=[CH:46][C:45]=1[CH3:51], predict the reaction product.